Predict the reaction yield, written as a fraction of the theoretical maximum amount of product (1.0 means a 100% yield; for example, 0.34 means a 34% yield). From a dataset of Reaction yield outcomes from USPTO patents with 853,638 reactions. (1) The reactants are [CH2:1]([OH:4])[CH2:2][OH:3].C(O/[CH:8]=[CH:9]/[C:10]([O:12][CH2:13][CH3:14])=[O:11])C. The catalyst is S(=O)(=O)(O)[O-].[Na+].O. The product is [O:3]1[CH2:2][CH2:1][O:4][CH:8]1[CH2:9][C:10]([O:12][CH2:13][CH3:14])=[O:11]. The yield is 0.280. (2) The reactants are [F:1][C:2]1[CH:3]=[C:4]([C:11](=[N:13]O)[CH3:12])[C:5]2[N:9]=[CH:8][NH:7][C:6]=2[CH:10]=1.[NH4+].[Cl-]. The catalyst is CO.CC(O)=O.[Zn]. The product is [F:1][C:2]1[CH:3]=[C:4]([CH:11]([NH2:13])[CH3:12])[C:5]2[N:9]=[CH:8][NH:7][C:6]=2[CH:10]=1. The yield is 0.977.